Dataset: Forward reaction prediction with 1.9M reactions from USPTO patents (1976-2016). Task: Predict the product of the given reaction. (1) Given the reactants [CH3:1][Si:2]([CH3:41])([CH3:40])[CH2:3][CH2:4][O:5][CH2:6][N:7]([CH2:32][O:33][CH2:34][CH2:35][Si:36]([CH3:39])([CH3:38])[CH3:37])[C:8]1[N:13]2[N:14]=[CH:15][CH:16]=[C:12]2[N:11]=[C:10]([C:17]2[CH2:18][CH:19]3[N:24]([C:25]([O:27][C:28]([CH3:31])([CH3:30])[CH3:29])=[O:26])[CH:22]([CH:23]=2)[CH2:21][CH2:20]3)[CH:9]=1, predict the reaction product. The product is: [CH3:39][Si:36]([CH3:37])([CH3:38])[CH2:35][CH2:34][O:33][CH2:32][N:7]([CH2:6][O:5][CH2:4][CH2:3][Si:2]([CH3:1])([CH3:41])[CH3:40])[C:8]1[N:13]2[N:14]=[CH:15][CH:16]=[C:12]2[N:11]=[C:10]([CH:17]2[CH2:18][CH:19]3[N:24]([C:25]([O:27][C:28]([CH3:31])([CH3:30])[CH3:29])=[O:26])[CH:22]([CH2:21][CH2:20]3)[CH2:23]2)[CH:9]=1. (2) Given the reactants [Cl:1][C:2]1[C:7]([O:8][C:9]2[N:14]=[CH:13][CH:12]=[CH:11][N:10]=2)=[CH:6][C:5]([N:15]2[C:20](=[O:21])[CH:19]=[C:18]([C:22]([F:25])([F:24])[F:23])[NH:17][C:16]2=O)=[C:4]([F:27])[CH:3]=1.P(Cl)(Cl)([Cl:30])=O.C(N(CC)CC)C.C1(C)C=CC=CC=1, predict the reaction product. The product is: [Cl:30][C:16]1[N:15]([C:5]2[CH:6]=[C:7]([O:8][C:9]3[N:14]=[CH:13][CH:12]=[CH:11][N:10]=3)[C:2]([Cl:1])=[CH:3][C:4]=2[F:27])[C:20](=[O:21])[CH:19]=[C:18]([C:22]([F:25])([F:24])[F:23])[N:17]=1. (3) Given the reactants [F:1][C:2]1[CH:3]=[C:4]([C:8]2[N:13]=[C:12]([NH2:14])[CH:11]=[N:10][C:9]=2[C:15]2[CH:20]=[CH:19][N:18]=[CH:17][CH:16]=2)[CH:5]=[CH:6][CH:7]=1.N1C=CC=CC=1.[Br:27]Br, predict the reaction product. The product is: [Br:27][C:11]1[C:12]([NH2:14])=[N:13][C:8]([C:4]2[CH:5]=[CH:6][CH:7]=[C:2]([F:1])[CH:3]=2)=[C:9]([C:15]2[CH:20]=[CH:19][N:18]=[CH:17][CH:16]=2)[N:10]=1. (4) Given the reactants [CH2:1]([O:3][C:4]([C:6]1[CH:14]=[C:13]2[C:9]([C:10]([CH:25]=[O:26])=[C:11]([CH:22]([CH3:24])[CH3:23])[N:12]2[CH2:15][C:16]2[CH:21]=[CH:20][CH:19]=[CH:18][N:17]=2)=[CH:8][CH:7]=1)=[O:5])[CH3:2].[O-:27]Cl=O.[Na+], predict the reaction product. The product is: [CH2:1]([O:3][C:4]([C:6]1[CH:14]=[C:13]2[C:9]([C:10]([C:25]([OH:27])=[O:26])=[C:11]([CH:22]([CH3:23])[CH3:24])[N:12]2[CH2:15][C:16]2[CH:21]=[CH:20][CH:19]=[CH:18][N:17]=2)=[CH:8][CH:7]=1)=[O:5])[CH3:2]. (5) Given the reactants [NH2:1][C:2]1[CH:3]=[CH:4][C:5]2[C:6]3[CH2:7][CH2:8][CH2:9][CH2:10][C:11]=3[C:12](=[O:16])[NH:13][C:14]=2[CH:15]=1.[CH:17](OCC)(OCC)OCC.[N-:27]=[N+:28]=[N-:29].[Na+], predict the reaction product. The product is: [N:1]1([C:2]2[CH:3]=[CH:4][C:5]3[C:6]4[CH2:7][CH2:8][CH2:9][CH2:10][C:11]=4[C:12](=[O:16])[NH:13][C:14]=3[CH:15]=2)[CH:17]=[N:29][N:28]=[N:27]1. (6) Given the reactants C1C2C(=CC=CC=2)C=NN=1.[C:11]1(=O)[O:16][C:14](=[O:15])[C:13]2=[CH:17][CH:18]=[CH:19][CH:20]=[C:12]12.[CH3:22][N:23]([CH3:25])[NH2:24], predict the reaction product. The product is: [CH3:22][N:23]([CH3:25])[N:24]1[C:14](=[O:15])[C:13]2[C:12](=[CH:20][CH:19]=[CH:18][CH:17]=2)[C:11]1=[O:16]. (7) Given the reactants [NH2:1][C:2]1[CH:7]=[CH:6][C:5]([F:8])=[CH:4][C:3]=1[NH2:9].CCN(CC)CC.[C:17](=[S:20])([S-:19])N.Cl[CH2:22][C:23](=O)[CH3:24], predict the reaction product. The product is: [NH2:9][C:3]1[CH:4]=[C:5]([F:8])[CH:6]=[CH:7][C:2]=1[N:1]1[C:23]([CH3:24])=[CH:22][S:19][C:17]1=[S:20]. (8) The product is: [N:24]1([C:2]2[C:8]3[CH:9]=[CH:10][CH:11]=[CH:12][C:7]=3[S:6][C:5]3[CH:13]=[CH:14][CH:15]=[CH:16][C:4]=3[N:3]=2)[CH2:29][CH2:28][NH:27][CH2:26][CH2:25]1. Given the reactants Cl[C:2]1[C:8]2[CH:9]=[CH:10][CH:11]=[CH:12][C:7]=2[S:6][C:5]2[CH:13]=[CH:14][CH:15]=[CH:16][C:4]=2[N:3]=1.C1(C)C=CC=CC=1.[NH:24]1[CH2:29][CH2:28][NH:27][CH2:26][CH2:25]1, predict the reaction product. (9) Given the reactants C(OC([NH:8][C@H:9]([CH2:37][CH:38]([CH3:40])[CH3:39])[C:10]([NH:12][C:13]1[CH:18]=[CH:17][C:16]([C:19]2[CH:24]=[CH:23][N:22]=[CH:21][CH:20]=2)=[CH:15][C:14]=1[C:25]1[CH:26]=[N:27][N:28](C(OC(C)(C)C)=O)[CH:29]=1)=[O:11])=O)(C)(C)C.[C:41]([OH:47])([C:43]([F:46])([F:45])[F:44])=[O:42], predict the reaction product. The product is: [C:41]([OH:47])([C:43]([F:46])([F:45])[F:44])=[O:42].[NH:27]1[CH:26]=[C:25]([C:14]2[CH:15]=[C:16]([C:19]3[CH:20]=[CH:21][N:22]=[CH:23][CH:24]=3)[CH:17]=[CH:18][C:13]=2[NH:12][C:10](=[O:11])[C@H:9]([NH2:8])[CH2:37][CH:38]([CH3:39])[CH3:40])[CH:29]=[N:28]1.